This data is from Forward reaction prediction with 1.9M reactions from USPTO patents (1976-2016). The task is: Predict the product of the given reaction. (1) Given the reactants [CH:1]1[C:10]2[C:5](=[CH:6][CH:7]=[CH:8][CH:9]=2)[CH:4]=[CH:3][C:2]=1[S:11]([C:14]1[CH:22]=[CH:21][C:20]2[N:19]([CH3:23])[C:18]3[CH2:24][CH:25]4[NH:29][CH:28]([C:17]=3[C:16]=2[C:15]=1C(OC(C)(C)C)=O)[CH2:27][CH2:26]4)(=[O:13])=[O:12].[ClH:37], predict the reaction product. The product is: [ClH:37].[CH:1]1[C:10]2[C:5](=[CH:6][CH:7]=[CH:8][CH:9]=2)[CH:4]=[CH:3][C:2]=1[S:11]([C:14]1[CH:15]=[C:16]2[C:20](=[CH:21][CH:22]=1)[N:19]([CH3:23])[C:18]1[CH2:24][CH:25]3[NH:29][CH:28]([C:17]2=1)[CH2:27][CH2:26]3)(=[O:12])=[O:13]. (2) Given the reactants Cl[C:2]1[C:3]2[C:10]3[CH2:11][CH2:12][CH:13]([C:15]([NH:17][CH:18]([CH3:20])[CH3:19])=[O:16])[CH2:14][C:9]=3[S:8][C:4]=2[N:5]=[CH:6][N:7]=1.[NH:21]1[C:25]2=[N:26][CH:27]=[C:28]([NH2:30])[CH:29]=[C:24]2[CH:23]=[N:22]1, predict the reaction product. The product is: [CH3:19][CH:18]([NH:17][C:15]([CH:13]1[CH2:12][CH2:11][C:10]2[C:3]3[C:2]([NH:30][C:28]4[CH:29]=[C:24]5[CH:23]=[N:22][NH:21][C:25]5=[N:26][CH:27]=4)=[N:7][CH:6]=[N:5][C:4]=3[S:8][C:9]=2[CH2:14]1)=[O:16])[CH3:20]. (3) The product is: [OH:5][CH:6]1[CH2:23][CH:22]2[CH:8]([C:9](=[O:35])[N:10]([CH3:34])[CH2:11][CH2:12][CH2:13][CH2:14][CH:15]=[CH:16][CH:17]3[C:19]([C:25]([NH:27][S:28]([CH:31]4[CH2:32][CH2:33]4)(=[O:30])=[O:29])=[O:26])([NH:20][C:21]2=[O:24])[CH2:18]3)[CH2:7]1. Given the reactants C(OC[O:5][CH:6]1[CH2:23][CH:22]2[CH:8]([C:9](=[O:35])[N:10]([CH3:34])[CH2:11][CH2:12][CH2:13][CH2:14][CH:15]=[CH:16][CH:17]3[C:19]([C:25]([NH:27][S:28]([CH:31]4[CH2:33][CH2:32]4)(=[O:30])=[O:29])=[O:26])([NH:20][C:21]2=[O:24])[CH2:18]3)[CH2:7]1)C.C1COCC1.CO.O.Cl.C(=O)([O-])O.[Na+], predict the reaction product. (4) Given the reactants [O:1]=[S:2]1(=[O:22])[CH2:7][CH2:6][N:5]([CH2:8][CH2:9][CH2:10][N:11]2C(=O)C3C(=CC=CC=3)C2=O)[CH2:4][CH2:3]1.O.NN, predict the reaction product. The product is: [O:22]=[S:2]1(=[O:1])[CH2:7][CH2:6][N:5]([CH2:8][CH2:9][CH2:10][NH2:11])[CH2:4][CH2:3]1. (5) Given the reactants Cl[C:2]1[N:3]=[N:4][C:5]([C:8]2[CH:9]=[N:10][N:11]([CH3:13])[CH:12]=2)=[CH:6][CH:7]=1.[F:14][C:15]([F:30])([C:20]1[CH:21]=[C:22]2[C:27](=[CH:28][CH:29]=1)[N:26]=[CH:25][CH:24]=[CH:23]2)[C:16]([NH:18][NH2:19])=O.CCOC(C)=O.C([O-])([O-])=O.[K+].[K+], predict the reaction product. The product is: [F:30][C:15]([F:14])([C:16]1[N:3]2[N:4]=[C:5]([C:8]3[CH:9]=[N:10][N:11]([CH3:13])[CH:12]=3)[CH:6]=[CH:7][C:2]2=[N:19][N:18]=1)[C:20]1[CH:21]=[C:22]2[C:27](=[CH:28][CH:29]=1)[N:26]=[CH:25][CH:24]=[CH:23]2. (6) Given the reactants [CH:1]1([C@@H:7]([NH:9][C:10]([C:12]2[C:21]3[C:16](=[CH:17][CH:18]=[CH:19][CH:20]=3)[N:15]=[C:14]([C:22]3[S:23][CH:24]=[CH:25][CH:26]=3)[C:13]=2[CH2:27][N:28]2[CH2:33][CH2:32][N:31]([CH2:34][C:35]([OH:37])=O)[C:30](=[O:38])[CH2:29]2)=[O:11])[CH3:8])[CH2:6][CH2:5][CH2:4][CH2:3][CH2:2]1.[NH:39]1[CH2:44][CH2:43][O:42][CH2:41][CH2:40]1, predict the reaction product. The product is: [CH:1]1([C@@H:7]([NH:9][C:10]([C:12]2[C:21]3[C:16](=[CH:17][CH:18]=[CH:19][CH:20]=3)[N:15]=[C:14]([C:22]3[S:23][CH:24]=[CH:25][CH:26]=3)[C:13]=2[CH2:27][N:28]2[CH2:33][CH2:32][N:31]([CH2:34][C:35]([N:39]3[CH2:44][CH2:43][O:42][CH2:41][CH2:40]3)=[O:37])[C:30](=[O:38])[CH2:29]2)=[O:11])[CH3:8])[CH2:6][CH2:5][CH2:4][CH2:3][CH2:2]1. (7) Given the reactants [C:1]([C:3]1[CH:11]=[CH:10][C:6]([C:7](Cl)=[O:8])=[CH:5][CH:4]=1)#[N:2].O[NH:13][C:14]([C:16]1[CH:21]=[CH:20][C:19]([C:22]2[CH:27]=[CH:26][C:25]([O:28][CH2:29][CH2:30][CH2:31][C:32]([OH:34])=[O:33])=[CH:24][CH:23]=2)=[CH:18][CH:17]=1)=[NH:15].N1C=CC=CC=1, predict the reaction product. The product is: [C:1]([C:3]1[CH:11]=[CH:10][C:6]([C:7]2[O:8][N:15]=[C:14]([C:16]3[CH:17]=[CH:18][C:19]([C:22]4[CH:27]=[CH:26][C:25]([O:28][CH2:29][CH2:30][CH2:31][C:32]([OH:34])=[O:33])=[CH:24][CH:23]=4)=[CH:20][CH:21]=3)[N:13]=2)=[CH:5][CH:4]=1)#[N:2].